This data is from NCI-60 drug combinations with 297,098 pairs across 59 cell lines. The task is: Regression. Given two drug SMILES strings and cell line genomic features, predict the synergy score measuring deviation from expected non-interaction effect. (1) Drug 1: C1C(C(OC1N2C=NC3=C2NC=NCC3O)CO)O. Drug 2: CC1CCCC2(C(O2)CC(NC(=O)CC(C(C(=O)C(C1O)C)(C)C)O)C(=CC3=CSC(=N3)C)C)C. Cell line: COLO 205. Synergy scores: CSS=48.6, Synergy_ZIP=2.80, Synergy_Bliss=-0.512, Synergy_Loewe=-7.88, Synergy_HSA=1.06. (2) Drug 1: C1=CC(=C2C(=C1NCCNCCO)C(=O)C3=C(C=CC(=C3C2=O)O)O)NCCNCCO. Drug 2: COCCOC1=C(C=C2C(=C1)C(=NC=N2)NC3=CC=CC(=C3)C#C)OCCOC.Cl. Cell line: PC-3. Synergy scores: CSS=34.0, Synergy_ZIP=5.76, Synergy_Bliss=8.58, Synergy_Loewe=-1.91, Synergy_HSA=10.2. (3) Drug 1: CC12CCC3C(C1CCC2O)C(CC4=C3C=CC(=C4)O)CCCCCCCCCS(=O)CCCC(C(F)(F)F)(F)F. Drug 2: CCN(CC)CCCC(C)NC1=C2C=C(C=CC2=NC3=C1C=CC(=C3)Cl)OC. Cell line: SK-MEL-28. Synergy scores: CSS=-0.303, Synergy_ZIP=-2.41, Synergy_Bliss=-6.79, Synergy_Loewe=-11.4, Synergy_HSA=-7.33. (4) Drug 1: C1CNP(=O)(OC1)N(CCCl)CCCl. Drug 2: CCC1(C2=C(COC1=O)C(=O)N3CC4=CC5=C(C=CC(=C5CN(C)C)O)N=C4C3=C2)O.Cl. Cell line: SK-MEL-28. Synergy scores: CSS=-1.80, Synergy_ZIP=-4.82, Synergy_Bliss=-11.3, Synergy_Loewe=-32.2, Synergy_HSA=-12.5. (5) Drug 1: COC1=NC(=NC2=C1N=CN2C3C(C(C(O3)CO)O)O)N. Drug 2: C(CCl)NC(=O)N(CCCl)N=O. Cell line: EKVX. Synergy scores: CSS=-5.00, Synergy_ZIP=2.07, Synergy_Bliss=1.23, Synergy_Loewe=-3.09, Synergy_HSA=-2.84. (6) Drug 1: C(=O)(N)NO. Drug 2: CC1=C(C=C(C=C1)C(=O)NC2=CC(=CC(=C2)C(F)(F)F)N3C=C(N=C3)C)NC4=NC=CC(=N4)C5=CN=CC=C5. Cell line: SNB-75. Synergy scores: CSS=-2.44, Synergy_ZIP=-0.144, Synergy_Bliss=-2.45, Synergy_Loewe=-2.72, Synergy_HSA=-3.19.